Dataset: Full USPTO retrosynthesis dataset with 1.9M reactions from patents (1976-2016). Task: Predict the reactants needed to synthesize the given product. (1) Given the product [NH2:13][CH2:12][CH2:11][O:10][C:9]1[CH:21]=[C:22]([NH:24][C:25]2[N:34]=[CH:33][C:32]3[C:27](=[CH:28][CH:29]=[C:30]([C:35]#[C:36][Si:37]([CH3:38])([CH3:40])[CH3:39])[CH:31]=3)[N:26]=2)[CH:23]=[C:7]([C:5]2[CH:4]=[N:3][N:2]([CH3:1])[CH:6]=2)[CH:8]=1, predict the reactants needed to synthesize it. The reactants are: [CH3:1][N:2]1[CH:6]=[C:5]([C:7]2[CH:8]=[C:9]([CH:21]=[C:22]([NH:24][C:25]3[N:34]=[CH:33][C:32]4[C:27](=[CH:28][CH:29]=[C:30]([C:35]#[C:36][Si:37]([CH3:40])([CH3:39])[CH3:38])[CH:31]=4)[N:26]=3)[CH:23]=2)[O:10][CH2:11][CH2:12][NH:13]C(=O)OC(C)(C)C)[CH:4]=[N:3]1.Cl.O1CCOCC1. (2) Given the product [C:1]([O:5][NH:6][C:7]([C@:9]1([OH:45])[C@H:14]([NH:15][S:16]([C:19]2[CH:24]=[CH:23][C:22]([O:25][CH2:26][C:27]3[C:36]4[C:31](=[CH:32][CH:33]=[CH:34][CH:35]=4)[N:30]=[C:29]([CH3:37])[CH:28]=3)=[CH:21][CH:20]=2)(=[O:18])=[O:17])[CH2:13][CH2:12][NH:11][CH2:10]1)=[O:8])([CH3:4])([CH3:3])[CH3:2], predict the reactants needed to synthesize it. The reactants are: [C:1]([O:5][NH:6][C:7]([C@:9]1([OH:45])[C@H:14]([NH:15][S:16]([C:19]2[CH:24]=[CH:23][C:22]([O:25][CH2:26][C:27]3[C:36]4[C:31](=[CH:32][CH:33]=[CH:34][CH:35]=4)[N:30]=[C:29]([CH3:37])[CH:28]=3)=[CH:21][CH:20]=2)(=[O:18])=[O:17])[CH2:13][CH2:12][N:11](C(OC(C)(C)C)=O)[CH2:10]1)=[O:8])([CH3:4])([CH3:3])[CH3:2].FC(F)(F)C(O)=O. (3) Given the product [CH2:35]([O:42][C:43]([C@@H:45]1[CH2:49][CH2:48][CH2:47][N:46]1[C:50](=[O:66])[C@@H:51]([NH:58][C:59]([O:61][C:62]([CH3:64])([CH3:63])[CH3:65])=[O:60])[C:52]1[CH:53]=[CH:54][CH:55]=[CH:56][CH:57]=1)=[O:44])[C:36]1[CH:41]=[CH:40][CH:39]=[CH:38][CH:37]=1, predict the reactants needed to synthesize it. The reactants are: CC(OC(N[C@H](C(O)=O)C1C=CC=CC=1)=O)(C)C.Cl.C(OC(=O)[C@@H]1CCCN1)C1C=CC=CC=1.[CH2:35]([O:42][C:43]([C@@H:45]1[CH2:49][CH2:48][CH2:47][N:46]1[C:50](=[O:66])[C@H:51]([NH:58][C:59]([O:61][C:62]([CH3:65])([CH3:64])[CH3:63])=[O:60])[C:52]1[CH:57]=[CH:56][CH:55]=[CH:54][CH:53]=1)=[O:44])[C:36]1[CH:41]=[CH:40][CH:39]=[CH:38][CH:37]=1.